From a dataset of Full USPTO retrosynthesis dataset with 1.9M reactions from patents (1976-2016). Predict the reactants needed to synthesize the given product. Given the product [CH2:1]([C:3]1[C:4]([O:14][CH3:15])=[N:5][C:6]([CH3:13])=[C:7]([C:8]2[N:9]=[CH:16][O:11][N:10]=2)[CH:12]=1)[CH3:2], predict the reactants needed to synthesize it. The reactants are: [CH2:1]([C:3]1[C:4]([O:14][CH3:15])=[N:5][C:6]([CH3:13])=[C:7]([CH:12]=1)[C:8]([NH:10][OH:11])=[NH:9])[CH3:2].[CH2:16](OC(OCC)OCC)C.B(F)(F)F.CCOCC.